From a dataset of Forward reaction prediction with 1.9M reactions from USPTO patents (1976-2016). Predict the product of the given reaction. (1) The product is: [CH2:11]([NH:15][C:6](=[O:8])[CH2:7][C:2]([CH3:1])([CH3:10])[CH2:3][C:4]([OH:5])=[O:9])[CH:12]([CH3:14])[CH3:13]. Given the reactants [CH3:1][C:2]1([CH3:10])[CH2:7][C:6](=[O:8])[O:5][C:4](=[O:9])[CH2:3]1.[CH2:11]([NH2:15])[CH:12]([CH3:14])[CH3:13], predict the reaction product. (2) Given the reactants [N-:1]=[N+:2]=[N-:3].[Na+].Cl[CH2:6][C:7]1[O:11][C:10]([C:12]2[CH:17]=[CH:16][C:15]([C:18]3[C:23]([CH3:24])=[C:22]([F:25])[CH:21]=[C:20]([C:26]([NH:28][CH:29]4[CH2:31][CH2:30]4)=[O:27])[CH:19]=3)=[CH:14][CH:13]=2)=[N:9][N:8]=1, predict the reaction product. The product is: [N:1]([CH2:6][C:7]1[O:11][C:10]([C:12]2[CH:17]=[CH:16][C:15]([C:18]3[C:23]([CH3:24])=[C:22]([F:25])[CH:21]=[C:20]([C:26]([NH:28][CH:29]4[CH2:30][CH2:31]4)=[O:27])[CH:19]=3)=[CH:14][CH:13]=2)=[N:9][N:8]=1)=[N+:2]=[N-:3]. (3) Given the reactants [Cl:1][C:2]1[C:3]([CH2:8]O)=[N:4][CH:5]=[CH:6][N:7]=1.CN(C)C=O.S(Cl)([Cl:17])=O.C(=O)([O-])[O-].[Na+].[Na+], predict the reaction product. The product is: [Cl:1][C:2]1[C:3]([CH2:8][Cl:17])=[N:4][CH:5]=[CH:6][N:7]=1. (4) Given the reactants [Br-].[CH3:2][C:3]1[CH:4]=[C:5]([CH:26]=[C:27]([CH3:29])[CH:28]=1)[CH2:6][P+](C1C=CC=CC=1)(C1C=CC=CC=1)C1C=CC=CC=1.[O:30]=[C:31]1[C:39]2[C:34](=[CH:35][CH:36]=[CH:37][CH:38]=2)[C:33](=[O:40])[N:32]1[CH2:41][CH2:42][CH2:43][C:44]1[CH:45]=[C:46]([CH:49]=[CH:50][CH:51]=1)[CH:47]=O, predict the reaction product. The product is: [CH3:29][C:27]1[CH:26]=[C:5]([CH:4]=[C:3]([CH3:2])[CH:28]=1)/[CH:6]=[CH:47]/[C:46]1[CH:45]=[C:44]([CH2:43][CH2:42][CH2:41][N:32]2[C:33](=[O:40])[C:34]3[C:39](=[CH:38][CH:37]=[CH:36][CH:35]=3)[C:31]2=[O:30])[CH:51]=[CH:50][CH:49]=1. (5) Given the reactants [OH:1][C:2]1[C:3]([CH3:19])=[C:4]2[C:9](=[CH:10][CH:11]=1)[CH2:8][N:7]([C:12]([O:14][C:15]([CH3:18])([CH3:17])[CH3:16])=[O:13])[CH2:6][CH2:5]2.N1C=CC=CC=1.[F:26][C:27]([F:40])([F:39])[S:28](O[S:28]([C:27]([F:40])([F:39])[F:26])(=[O:30])=[O:29])(=[O:30])=[O:29], predict the reaction product. The product is: [CH3:19][C:3]1[C:2]([O:1][S:28]([C:27]([F:40])([F:39])[F:26])(=[O:30])=[O:29])=[CH:11][CH:10]=[C:9]2[C:4]=1[CH2:5][CH2:6][N:7]([C:12]([O:14][C:15]([CH3:16])([CH3:18])[CH3:17])=[O:13])[CH2:8]2. (6) Given the reactants [Cl-].[Ca+2].[Cl-].[O:4]1[CH:6]([CH2:7][CH2:8][CH2:9][CH2:10][CH2:11][CH2:12][CH2:13][CH2:14][CH2:15][CH3:16])[CH2:5]1.S(=O)(=O)(O)O.[C:22](=[O:25])([O-])O.[Na+].[CH2:27]([OH:30])[CH2:28]O, predict the reaction product. The product is: [OH:25][CH2:22][CH2:16][CH2:15][CH2:14][CH2:13][CH2:12][CH2:11][CH2:10][CH2:9][CH2:8][CH2:7][CH2:6][O:4][CH2:5][CH2:5][CH2:6][CH2:7][CH2:8][CH2:9][CH2:10][CH2:11][CH2:12][CH2:13][CH2:28][CH2:27][OH:30]. (7) Given the reactants Br[C:2]1[C:3](=[O:16])[O:4][C:5]2[C:10]([CH:11]=1)=[CH:9][CH:8]=[C:7]([CH2:12][CH2:13][CH2:14][OH:15])[CH:6]=2.[CH3:17][C:18]1[N:19]=[C:20]2[CH:25]=[CH:24][C:23](B(O)O)=[CH:22][N:21]2[CH:29]=1.C([O-])([O-])=O.[K+].[K+], predict the reaction product. The product is: [OH:15][CH2:14][CH2:13][CH2:12][C:7]1[CH:6]=[C:5]2[C:10]([CH:11]=[C:2]([C:23]3[CH:24]=[CH:25][C:20]4[N:21]([CH:29]=[C:18]([CH3:17])[N:19]=4)[CH:22]=3)[C:3](=[O:16])[O:4]2)=[CH:9][CH:8]=1.